This data is from Catalyst prediction with 721,799 reactions and 888 catalyst types from USPTO. The task is: Predict which catalyst facilitates the given reaction. (1) The catalyst class is: 13. Reactant: [NH3:1].C1COCC1.[CH2:7]1[S:11](=[O:13])(=[O:12])[CH2:10][C:9]([S:14](Cl)(=[O:16])=[O:15])=[CH:8]1. Product: [S:11]1(=[O:13])(=[O:12])[CH2:7][CH:8]=[C:9]([S:14]([NH2:1])(=[O:16])=[O:15])[CH2:10]1. (2) Reactant: [Cl:1][C:2]1[CH:3]=[C:4]2[C:8](=[N:9][CH:10]=1)[NH:7][CH:6]=[CH:5]2.C1N2CN3CN(C2)CN1C3.[C:21](O)(=[O:23])C. Product: [Cl:1][C:2]1[CH:3]=[C:4]2[C:8](=[N:9][CH:10]=1)[NH:7][CH:6]=[C:5]2[CH:21]=[O:23]. The catalyst class is: 6. (3) Reactant: Br[C:2]1[C:3](C#N)=[N:4][CH:5]=[C:6]([Cl:8])[CH:7]=1.[C:11](=[O:14])([O-])[O-:12].[Na+].[Na+].[C:17](B1OC(C)(C)C(C)(C)O1)([CH3:19])=[CH2:18]. Product: [Cl:8][C:6]1[CH:7]=[C:2]([C:17]([CH3:19])=[CH2:18])[C:3]([C:11]([OH:12])=[O:14])=[N:4][CH:5]=1. The catalyst class is: 73. (4) Reactant: [CH3:1][O:2][C@@H:3]([C@@H:33]([N:38]([CH3:46])[C:39](=[O:45])[C@H:40]([CH:42]([CH3:44])[CH3:43])[NH2:41])[C@@H:34]([CH3:37])[CH2:35][CH3:36])[CH2:4][C:5]([N:7]1[CH2:11][CH2:10][CH2:9][C@H:8]1[C@H:12]([O:31][CH3:32])[C@@H:13]([CH3:30])[C:14](=[O:29])[NH:15][C@H:16]([C:24]1[S:25][CH:26]=[CH:27][N:28]=1)[CH2:17][C:18]1[CH:23]=[CH:22][CH:21]=[CH:20][CH:19]=1)=[O:6].[CH:47]1[C:59]2[CH:58]([CH2:60][O:61][C:62]([NH:64][CH2:65][C:66]([CH3:71])([CH3:70])[C:67](O)=[O:68])=[O:63])[C:57]3[C:52](=[CH:53][CH:54]=[CH:55][CH:56]=3)[C:51]=2[CH:50]=[CH:49][CH:48]=1.C(N(C(C)C)CC)(C)C.CN(C(ON1N=NC2C=CC=NC1=2)=[N+](C)C)C.F[P-](F)(F)(F)(F)F. Product: [CH:56]1[C:57]2[CH:58]([CH2:60][O:61][C:62]([NH:64][CH2:65][C:66]([CH3:71])([CH3:70])[C:67]([NH:41][C@H:40]([C:39]([N:38]([C@@H:33]([C@@H:34]([CH3:37])[CH2:35][CH3:36])[C@H:3]([O:2][CH3:1])[CH2:4][C:5]([N:7]3[CH2:11][CH2:10][CH2:9][C@H:8]3[C@H:12]([O:31][CH3:32])[C@@H:13]([CH3:30])[C:14](=[O:29])[NH:15][C@H:16]([C:24]3[S:25][CH:26]=[CH:27][N:28]=3)[CH2:17][C:18]3[CH:19]=[CH:20][CH:21]=[CH:22][CH:23]=3)=[O:6])[CH3:46])=[O:45])[CH:42]([CH3:44])[CH3:43])=[O:68])=[O:63])[C:59]3[C:51](=[CH:50][CH:49]=[CH:48][CH:47]=3)[C:52]=2[CH:53]=[CH:54][CH:55]=1. The catalyst class is: 120. (5) Reactant: [H-].[Na+].[O:3]=[C:4]1[C:13]2[C:8](=[CH:9][C:10]([O:14][CH2:15][C:16]3[CH:23]=[CH:22][C:19]([C:20]#[N:21])=[CH:18][CH:17]=3)=[CH:11][CH:12]=2)[CH2:7][CH2:6][NH:5]1.[CH2:24](Br)[CH:25]=[CH2:26]. Product: [CH2:26]([N:5]1[CH2:6][CH2:7][C:8]2[C:13](=[CH:12][CH:11]=[C:10]([O:14][CH2:15][C:16]3[CH:17]=[CH:18][C:19]([C:20]#[N:21])=[CH:22][CH:23]=3)[CH:9]=2)[C:4]1=[O:3])[CH:25]=[CH2:24]. The catalyst class is: 18. (6) Reactant: [CH3:1][N:2]([CH3:18])[C@@H:3]1[CH2:7][N:6]([C:8]2[C:12]([N+:13]([O-])=O)=[CH:11][N:10]([CH3:16])[N:9]=2)[C:5](=[O:17])[CH2:4]1. Product: [NH2:13][C:12]1[C:8]([N:6]2[CH2:7][C@@H:3]([N:2]([CH3:1])[CH3:18])[CH2:4][C:5]2=[O:17])=[N:9][N:10]([CH3:16])[CH:11]=1. The catalyst class is: 352. (7) Reactant: CN([CH:4]=[N:5][C:6]1[CH:11]=[CH:10][CH:9]=[CH:8][C:7]=1[CH2:12][S:13]([N:16]([CH3:18])[CH3:17])(=[O:15])=[O:14])C.[H-].[Na+]. Product: [CH3:17][N:16]([CH3:18])[S:13]([C:12]1[C:7]2[C:6](=[CH:11][CH:10]=[CH:9][CH:8]=2)[NH:5][CH:4]=1)(=[O:15])=[O:14]. The catalyst class is: 3.